The task is: Predict the reactants needed to synthesize the given product.. This data is from Full USPTO retrosynthesis dataset with 1.9M reactions from patents (1976-2016). Given the product [Cl:1][C:2]1[N:3]=[C:4]([NH:18][C:19]2[CH:20]=[N:21][CH:22]=[CH:23][CH:24]=2)[C:5]([N+:14]([O-:16])=[O:15])=[C:6]([N:8]2[CH2:13][CH2:12][O:11][CH2:10][CH2:9]2)[N:7]=1, predict the reactants needed to synthesize it. The reactants are: [Cl:1][C:2]1[N:7]=[C:6]([N:8]2[CH2:13][CH2:12][O:11][CH2:10][CH2:9]2)[C:5]([N+:14]([O-:16])=[O:15])=[C:4](Cl)[N:3]=1.[NH2:18][C:19]1[CH:20]=[N:21][CH:22]=[CH:23][CH:24]=1.[Li+].C[Si]([N-][Si](C)(C)C)(C)C.